Dataset: TCR-epitope binding with 47,182 pairs between 192 epitopes and 23,139 TCRs. Task: Binary Classification. Given a T-cell receptor sequence (or CDR3 region) and an epitope sequence, predict whether binding occurs between them. The epitope is EPLPQGQLTAY. The TCR CDR3 sequence is CASSLISGEGQPQHF. Result: 1 (the TCR binds to the epitope).